From a dataset of Reaction yield outcomes from USPTO patents with 853,638 reactions. Predict the reaction yield, written as a fraction of the theoretical maximum amount of product (1.0 means a 100% yield; for example, 0.34 means a 34% yield). (1) The reactants are [F:1][C:2]([F:11])([F:10])[C:3]1[CH:8]=[CH:7][C:6]([NH2:9])=[CH:5][CH:4]=1.[Br:12][C:13]1[CH:14]=[C:15]([CH:18]=[CH:19][CH:20]=1)[CH:16]=O.[CH2:21]=[C:22]([CH3:24])[CH3:23].FC(F)(F)S([O-])(=O)=O.[Yb+3].FC(F)(F)S([O-])(=O)=O.FC(F)(F)S([O-])(=O)=O. The catalyst is C(#N)C.C(OCC)(=O)C. The product is [Br:12][C:13]1[CH:14]=[C:15]([CH:16]2[CH2:21][C:22]([CH3:24])([CH3:23])[C:5]3[C:6](=[CH:7][CH:8]=[C:3]([C:2]([F:10])([F:11])[F:1])[CH:4]=3)[NH:9]2)[CH:18]=[CH:19][CH:20]=1. The yield is 0.400. (2) The reactants are [Cl:1][C:2]1[CH:23]=[C:22]([Cl:24])[CH:21]=[CH:20][C:3]=1[CH2:4][N:5]1[C:9](/[CH:10]=[CH:11]/[C:12]([O:14][CH2:15][CH3:16])=[O:13])=[CH:8][C:7]([CH:17]([CH3:19])[CH3:18])=[N:6]1. The catalyst is [C].[Pd].O1CCCC1. The product is [Cl:1][C:2]1[CH:23]=[C:22]([Cl:24])[CH:21]=[CH:20][C:3]=1[CH2:4][N:5]1[C:9]([CH2:10][CH2:11][C:12]([O:14][CH2:15][CH3:16])=[O:13])=[CH:8][C:7]([CH:17]([CH3:19])[CH3:18])=[N:6]1. The yield is 0.760. (3) The reactants are [OH:1][C:2]1[C:3]([CH3:8])=[N:4][CH:5]=[CH:6][CH:7]=1.C([O-])([O-])=O.[Na+].[Na+].[I:15]I.Cl. The catalyst is O.CO. The product is [I:15][C:5]1[N:4]=[C:3]([CH3:8])[C:2]([OH:1])=[CH:7][CH:6]=1. The yield is 0.480. (4) No catalyst specified. The yield is 0.850. The reactants are [Cl:1][C:2]1[CH:7]=[CH:6][CH:5]=[C:4]([Cl:8])[C:3]=1[CH3:9].[Cl:10][S:11](O)(=[O:13])=[O:12]. The product is [Cl:1][C:2]1[C:3]([CH3:9])=[C:4]([Cl:8])[CH:5]=[CH:6][C:7]=1[S:11]([Cl:10])(=[O:13])=[O:12]. (5) The reactants are [CH2:1]([O:3][C:4](=[O:33])[C:5]([C:21](=[O:32])[C:22]1[CH:27]=[C:26]([F:28])[C:25]([F:29])=[C:24]([Cl:30])[C:23]=1F)=[CH:6][NH:7][C:8]1[CH:13]=[CH:12][CH:11]=[C:10]([CH2:14][N:15]2[CH2:20][CH2:19][CH2:18][CH2:17][CH2:16]2)[CH:9]=1)[CH3:2].C([O-])([O-])=O.[K+].[K+].C1OCCOCCOCCOCCOCCOC1. The catalyst is C1COCC1. The yield is 0.940. The product is [Cl:30][C:24]1[C:25]([F:29])=[C:26]([F:28])[CH:27]=[C:22]2[C:23]=1[N:7]([C:8]1[CH:13]=[CH:12][CH:11]=[C:10]([CH2:14][N:15]3[CH2:20][CH2:19][CH2:18][CH2:17][CH2:16]3)[CH:9]=1)[CH:6]=[C:5]([C:4]([O:3][CH2:1][CH3:2])=[O:33])[C:21]2=[O:32]. (6) The reactants are Br[C:2]1[CH:24]=[CH:23][C:5]2[C:6]3[N:7]([CH:11]=[C:12]([C:14]4[N:18]([CH:19]([CH3:21])[CH3:20])[N:17]=[C:16]([NH2:22])[N:15]=4)[N:13]=3)[CH2:8][CH2:9][O:10][C:4]=2[CH:3]=1.P([O-])([O-])([O-])=O.[K+].[K+].[K+].[CH:33]1(B2OC(C)(C)C(C)(C)O2)[CH2:35][CH2:34]1. The catalyst is C1COCC1.O.CCOC(C)=O. The product is [CH:33]1([C:2]2[CH:24]=[CH:23][C:5]3[C:6]4[N:7]([CH:11]=[C:12]([C:14]5[N:18]([CH:19]([CH3:21])[CH3:20])[N:17]=[C:16]([NH2:22])[N:15]=5)[N:13]=4)[CH2:8][CH2:9][O:10][C:4]=3[CH:3]=2)[CH2:35][CH2:34]1. The yield is 0.140.